From a dataset of Full USPTO retrosynthesis dataset with 1.9M reactions from patents (1976-2016). Predict the reactants needed to synthesize the given product. (1) Given the product [CH:1]1([NH:4][C:5]([C:7]2[C:16](=[O:17])[C:15]3[C:10](=[N:11][CH:12]=[CH:13][CH:14]=3)[N:9]([C:18]3[CH:19]=[C:20]([C:24]4[CH:29]=[CH:28][C:27]([CH:30]5[O:34][C:33]([CH3:36])([CH3:35])[O:32][CH:31]5[C:37]([OH:39])=[O:38])=[CH:26][CH:25]=4)[CH:21]=[CH:22][CH:23]=3)[CH:8]=2)=[O:6])[CH2:2][CH2:3]1, predict the reactants needed to synthesize it. The reactants are: [CH:1]1([NH:4][C:5]([C:7]2[C:16](=[O:17])[C:15]3[C:10](=[N:11][CH:12]=[CH:13][CH:14]=3)[N:9]([C:18]3[CH:19]=[C:20]([C:24]4[CH:29]=[CH:28][C:27]([CH:30]5[O:34][C:33]([CH3:36])([CH3:35])[O:32][CH:31]5[C:37]([O:39]CC)=[O:38])=[CH:26][CH:25]=4)[CH:21]=[CH:22][CH:23]=3)[CH:8]=2)=[O:6])[CH2:3][CH2:2]1.[Li+].[OH-]. (2) Given the product [CH2:1]([O:8][C:9]1[CH:16]=[CH:15][CH:14]=[CH:13][C:10]=1[CH:11]1[C:25]([C:26]([O:28][CH2:29][CH3:30])=[O:27])=[C:24]([CH2:31][CH2:32][CH3:33])[NH:17][C:18]2=[N:19][NH:20][CH:21]=[C:22]12)[C:2]1[CH:7]=[CH:6][CH:5]=[CH:4][CH:3]=1, predict the reactants needed to synthesize it. The reactants are: [CH2:1]([O:8][C:9]1[CH:16]=[CH:15][CH:14]=[CH:13][C:10]=1[CH:11]=O)[C:2]1[CH:7]=[CH:6][CH:5]=[CH:4][CH:3]=1.[NH2:17][C:18]1[CH:22]=[CH:21][NH:20][N:19]=1.O=[C:24]([CH2:31][CH2:32][CH3:33])[CH2:25][C:26]([O:28][CH2:29][CH3:30])=[O:27]. (3) Given the product [Br:8][C:9]1[CH:18]=[CH:17][C:12]([C:13]([NH:15][NH:16][C:21](=[O:22])[CH2:20][Cl:19])=[O:14])=[CH:11][CH:10]=1, predict the reactants needed to synthesize it. The reactants are: CN1CCOCC1.[Br:8][C:9]1[CH:18]=[CH:17][C:12]([C:13]([NH:15][NH2:16])=[O:14])=[CH:11][CH:10]=1.[Cl:19][CH2:20][C:21](Cl)=[O:22]. (4) Given the product [CH2:1]([O:3][C:4](=[O:26])[CH2:5][C:6]1[CH:11]=[CH:10][C:9]([O:12][CH3:13])=[C:8]([O:14][C:15]2[CH:20]=[CH:19][C:18]([N+:21]([O-:23])=[O:22])=[CH:17][C:16]=2[CH2:24][S:33][C:31]2[S:32][C:28]([CH3:27])=[N:29][N:30]=2)[CH:7]=1)[CH3:2], predict the reactants needed to synthesize it. The reactants are: [CH2:1]([O:3][C:4](=[O:26])[CH2:5][C:6]1[CH:11]=[CH:10][C:9]([O:12][CH3:13])=[C:8]([O:14][C:15]2[CH:20]=[CH:19][C:18]([N+:21]([O-:23])=[O:22])=[CH:17][C:16]=2[CH2:24]Br)[CH:7]=1)[CH3:2].[CH3:27][C:28]1[S:32][C:31]([SH:33])=[N:30][N:29]=1. (5) Given the product [O:26]=[C:18]1[C:19]2[CH:25]=[CH:24][CH:23]=[CH:22][C:20]=2[S:21][C:1]([C:3]2[CH:8]=[C:7]([CH2:9][CH2:10][C:11]([O:13][C:14]([CH3:17])([CH3:16])[CH3:15])=[O:12])[CH:6]=[CH:5][N:4]=2)=[N:2]1, predict the reactants needed to synthesize it. The reactants are: [C:1]([C:3]1[CH:8]=[C:7]([CH2:9][CH2:10][C:11]([O:13][C:14]([CH3:17])([CH3:16])[CH3:15])=[O:12])[CH:6]=[CH:5][N:4]=1)#[N:2].[C:18](OC)(=[O:26])[C:19]1[C:20](=[CH:22][CH:23]=[CH:24][CH:25]=1)[SH:21].C(N(CC)CC)C. (6) Given the product [CH3:23][N:2]([CH2:3][C:5]1[CH:6]=[C:7]2[C:12](=[CH:13][CH:14]=1)[CH2:11][CH:10]([NH:15][CH3:16])[CH2:9][CH2:8]2)[CH3:1], predict the reactants needed to synthesize it. The reactants are: [CH3:1][N:2]([CH3:23])[C:3]([C:5]1[CH:6]=[C:7]2[C:12](=[CH:13][CH:14]=1)[CH2:11][CH:10]([NH:15][C:16](=O)OC(C)(C)C)[CH2:9][CH2:8]2)=O.[Li].[OH-].[Na+].[O-]S([O-])(=O)=O.[Mg+2]. (7) Given the product [Cl:20][C:21]1[CH:26]=[CH:25][C:24]([C:2]2[CH:3]=[N:4][C:5]3[N:6]([CH:8]=[C:9]([CH2:11][O:12][C:13]4[CH:18]=[CH:17][C:16]([F:19])=[CH:15][N:14]=4)[N:10]=3)[CH:7]=2)=[C:23]([CH3:30])[CH:22]=1, predict the reactants needed to synthesize it. The reactants are: Br[C:2]1[CH:3]=[N:4][C:5]2[N:6]([CH:8]=[C:9]([CH2:11][O:12][C:13]3[CH:18]=[CH:17][C:16]([F:19])=[CH:15][N:14]=3)[N:10]=2)[CH:7]=1.[Cl:20][C:21]1[CH:26]=[CH:25][C:24](B(O)O)=[C:23]([CH3:30])[CH:22]=1. (8) Given the product [Cl:1][C:2]1[CH:3]=[C:4]([CH2:9][CH2:10][CH2:11][CH2:12][CH2:13][C:14]2[CH:15]=[CH:16][C:17]([NH:20][C:22]3[CH:30]=[CH:29][C:28]([N+:31]([O-:33])=[O:32])=[CH:27][C:23]=3[C:24]([OH:26])=[O:25])=[CH:18][CH:19]=2)[CH:5]=[CH:6][C:7]=1[Cl:8], predict the reactants needed to synthesize it. The reactants are: [Cl:1][C:2]1[CH:3]=[C:4]([CH2:9][CH2:10][CH2:11][CH2:12][CH2:13][C:14]2[CH:19]=[CH:18][C:17]([NH2:20])=[CH:16][CH:15]=2)[CH:5]=[CH:6][C:7]=1[Cl:8].F[C:22]1[CH:30]=[CH:29][C:28]([N+:31]([O-:33])=[O:32])=[CH:27][C:23]=1[C:24]([OH:26])=[O:25].Cl. (9) Given the product [CH2:1]([O:3][C:4]1[CH:5]=[C:6]([N:10]2[CH:26]=[C:27]([C:28]([O:30][CH2:31][CH3:32])=[O:29])[N:12]=[C:11]2[C:13]2[CH:14]=[CH:15][C:16]([CH3:19])=[CH:17][CH:18]=2)[CH:7]=[CH:8][CH:9]=1)[CH3:2], predict the reactants needed to synthesize it. The reactants are: [CH2:1]([O:3][C:4]1[CH:5]=[C:6]([NH:10][C:11]([C:13]2[CH:18]=[CH:17][C:16]([CH3:19])=[CH:15][CH:14]=2)=[NH:12])[CH:7]=[CH:8][CH:9]=1)[CH3:2].C(=O)(O)[O-].[Na+].Br[CH2:26][C:27](=O)[C:28]([O:30][CH2:31][CH3:32])=[O:29].